Dataset: Catalyst prediction with 721,799 reactions and 888 catalyst types from USPTO. Task: Predict which catalyst facilitates the given reaction. (1) Reactant: O[C:2]([CH3:29])([CH3:28])[CH2:3][N:4]1[CH2:9][CH2:8][CH:7]([CH2:10][O:11][C:12]2[CH:17]=[CH:16][C:15]([C:18]3[N:19]=[CH:20][C:21]([C:24]([O:26][CH3:27])=[O:25])=[N:22][CH:23]=3)=[CH:14][CH:13]=2)[CH2:6][CH2:5]1.CCN(S(F)(F)[F:36])CC.O. Product: [F:36][C:2]([CH3:29])([CH3:28])[CH2:3][N:4]1[CH2:9][CH2:8][CH:7]([CH2:10][O:11][C:12]2[CH:17]=[CH:16][C:15]([C:18]3[N:19]=[CH:20][C:21]([C:24]([O:26][CH3:27])=[O:25])=[N:22][CH:23]=3)=[CH:14][CH:13]=2)[CH2:6][CH2:5]1. The catalyst class is: 2. (2) Reactant: [Si:1]([O:8][CH2:9][C:10]1([CH3:38])[S:16][CH2:15][CH2:14][N:13]2[C:17]([C:20]3([C:23]4[CH:28]=[CH:27][C:26](B5OC(C)(C)C(C)(C)O5)=[CH:25][CH:24]=4)[CH2:22][CH2:21]3)=[N:18][N:19]=[C:12]2[CH2:11]1)([C:4]([CH3:7])([CH3:6])[CH3:5])([CH3:3])[CH3:2].Cl[C:40]1[CH:45]=[N:44][CH:43]=[CH:42][N:41]=1.C(=O)([O-])[O-].[K+].[K+].C(=O)([O-])O.[Na+]. Product: [Si:1]([O:8][CH2:9][C:10]1([CH3:38])[S:16][CH2:15][CH2:14][N:13]2[C:17]([C:20]3([C:23]4[CH:28]=[CH:27][C:26]([C:40]5[CH:45]=[N:44][CH:43]=[CH:42][N:41]=5)=[CH:25][CH:24]=4)[CH2:21][CH2:22]3)=[N:18][N:19]=[C:12]2[CH2:11]1)([C:4]([CH3:7])([CH3:6])[CH3:5])([CH3:3])[CH3:2]. The catalyst class is: 437. (3) Reactant: [C:1]([C:3]1[N:4]=[CH:5][C:6]([NH:9][C:10]2[CH:15]=[C:14]([O:16][CH2:17][CH:18]3[CH2:23][CH2:22][N:21](C(OC(C)(C)C)=O)[CH2:20][CH2:19]3)[C:13]([NH:31][C:32](=[O:37])[CH2:33][N:34]([CH3:36])[CH3:35])=[CH:12][N:11]=2)=[N:7][CH:8]=1)#[N:2].FC(F)(F)C(O)=O. Product: [C:1]([C:3]1[N:4]=[CH:5][C:6]([NH:9][C:10]2[N:11]=[CH:12][C:13]([NH:31][C:32](=[O:37])[CH2:33][N:34]([CH3:35])[CH3:36])=[C:14]([O:16][CH2:17][CH:18]3[CH2:19][CH2:20][NH:21][CH2:22][CH2:23]3)[CH:15]=2)=[N:7][CH:8]=1)#[N:2]. The catalyst class is: 4. (4) Reactant: [Br:1]Br.[CH3:3][N:4]1[CH2:9][CH2:8][C:7](=[C:10]2[C:19]3[CH:20]=[CH:21][CH:22]=[CH:23][C:18]=3[O:17][CH2:16][C:15]3[CH:14]=[CH:13][S:12][C:11]2=3)[CH2:6][CH2:5]1.C(=O)([O-])O.[Na+]. Product: [Br:1][C:13]1[S:12][C:11]2[C:10](=[C:7]3[CH2:8][CH2:9][N:4]([CH3:3])[CH2:5][CH2:6]3)[C:19]3[CH:20]=[CH:21][CH:22]=[CH:23][C:18]=3[O:17][CH2:16][C:15]=2[CH:14]=1. The catalyst class is: 22. (5) Reactant: [NH2:1][C:2]1[CH:10]=[CH:9][C:5]([C:6]([OH:8])=[O:7])=[C:4]([F:11])[CH:3]=1.C(=O)([O-])[O-].[K+].[K+].[CH2:18](Br)[C:19]1[CH:24]=[CH:23][CH:22]=[CH:21][CH:20]=1.O. Product: [NH2:1][C:2]1[CH:10]=[CH:9][C:5]([C:6]([O:8][CH2:18][C:19]2[CH:24]=[CH:23][CH:22]=[CH:21][CH:20]=2)=[O:7])=[C:4]([F:11])[CH:3]=1. The catalyst class is: 9. (6) Reactant: [CH3:1][C@H:2]1[C@@H:7]([N:8]([C:10]2[N:18]=[CH:17][N:16]=[C:15]3[C:11]=2[CH:12]=[CH:13][NH:14]3)[CH3:9])[CH2:6][N:5]([C:19]([CH2:21][C:22]#[N:23])=[O:20])[CH2:4][CH2:3]1.Cl.O.[C:26]([OH:38])(=[O:37])[CH2:27][C:28]([CH2:33][C:34]([OH:36])=[O:35])([C:30]([OH:32])=[O:31])[OH:29].C([O-])(=O)C.[K+]. Product: [CH3:1][C@H:2]1[C@@H:7]([N:8]([C:10]2[N:18]=[CH:17][N:16]=[C:15]3[C:11]=2[CH:12]=[CH:13][NH:14]3)[CH3:9])[CH2:6][N:5]([C:19]([CH2:21][C:22]#[N:23])=[O:20])[CH2:4][CH2:3]1.[CH2:33]([C:28]([OH:29])([C:30]([OH:32])=[O:31])[CH2:27][C:26]([OH:38])=[O:37])[C:34]([OH:36])=[O:35]. The catalyst class is: 6. (7) The catalyst class is: 21. Reactant: [NH2:1][C:2]1[CH:10]=[CH:9][CH:8]=[C:7]([CH3:11])[C:3]=1[C:4]([OH:6])=[O:5].[CH2:12]=[C:13]1[O:17][C:15](=O)[CH2:14]1.C(OC(=O)C)(=O)C. Product: [CH3:11][C:7]1[C:3]2[C:4](=[O:6])[O:5][C:15]([CH2:14][C:13](=[O:17])[CH3:12])=[N:1][C:2]=2[CH:10]=[CH:9][CH:8]=1. (8) Reactant: [C:1]([C:3]1[CH:11]=[C:10]2[C:6]([C:7]([CH2:14][C:15]3[CH:20]=[CH:19][C:18]([C:21](=[O:28])[NH:22][CH2:23][C:24](=[O:27])[NH:25][CH3:26])=[CH:17][C:16]=3[C:29]3[C:30]([C:36]([OH:38])=[O:37])=[CH:31][C:32]([CH3:35])=[CH:33][CH:34]=3)=[CH:8][N:9]2CC)=[CH:5][CH:4]=1)#[N:2].[C:39]([C:42]1C=C2C(C(CC3C=CC(C(=O)NCC4C=NC=CC=4)=CC=3C3C(C(O)=O)=CC(C)=CC=3)=CN2CC)=CC=1)(=N)N.C[NH:81]C(=O)CN.CN1CCOCC1.CN([P+](ON1N=NC2C=CC=CC1=2)(N(C)C)N(C)C)C.F[P-](F)(F)(F)(F)F. Product: [C:1]([C:3]1[CH:11]=[C:10]2[C:6]([C:7]([CH:14]([CH2:39][CH3:42])[C:15]3[CH:20]=[CH:19][C:18]([C:21](=[O:28])[NH:22][CH2:23][C:24](=[O:27])[NH:25][CH3:26])=[CH:17][C:16]=3[C:29]3[C:30]([C:36]([OH:38])=[O:37])=[CH:31][C:32]([CH3:35])=[CH:33][CH:34]=3)=[CH:8][NH:9]2)=[CH:5][CH:4]=1)(=[NH:2])[NH2:81]. The catalyst class is: 18.